This data is from Peptide-MHC class I binding affinity with 185,985 pairs from IEDB/IMGT. The task is: Regression. Given a peptide amino acid sequence and an MHC pseudo amino acid sequence, predict their binding affinity value. This is MHC class I binding data. (1) The peptide sequence is MDSNTVSSF. The MHC is HLA-B18:01 with pseudo-sequence HLA-B18:01. The binding affinity (normalized) is 0.429. (2) The peptide sequence is AQMWSLMYF. The MHC is H-2-Kb with pseudo-sequence H-2-Kb. The binding affinity (normalized) is 0.0704.